Dataset: Drug-target binding data from BindingDB using Ki measurements. Task: Regression. Given a target protein amino acid sequence and a drug SMILES string, predict the binding affinity score between them. We predict pKi (pKi = -log10(Ki in M); higher means stronger inhibition). Dataset: bindingdb_ki. (1) The compound is C/C(=C\C(C)/C=C/C(=O)NO)C(=O)c1ccc(N(C)C)cc1. The target protein sequence is AGTGLVLDEQLNEFHCLWDDSFPEGPERLHAIKEQLIQEGLLDRCVSFQARFAEKEELMLVHSLEYIDLMETTQYMNEGELRVLADTYDSVYLHPNSYSCACLASGSVLRLVDAVLGAEIRNGMAIIRPPGHHAQHSLMDGYCMFNHVAVAARYAQQKHRIRRVLIVDWDVHHGQGTQFTFDQDPSVLYFSIHRYEQGRFWPHLKASNWSTTGFGQGQGYTINVPWNQVGMRDADYIAAFLHVLLPVALEFQPQLVLVAAGFDALQGDPKGEMAATPAGFAQLTHLLMGLAGGKLILSLEGGYNLRALAEGVSASLHTLLGDPCPMLESPGAPCRSAQASVSCALEALEPFWEVLVRSTETVERDNMEEDNVEESEEEGPWEPPVLPILTWPVLQSRTGLVYDQNMMNHCNLWDSHHPEVPQRILRIMCRLEELGLAGRCLTLTPRPATEAELLTCHSAEYVGHLRATEKMKTRELHRESSNFDSIYICPSTFACAQLAT.... The pKi is 8.6. (2) The compound is COCCC/C=C(\NC(=O)C1CC1(C)C)C(=O)O. The target protein (P22412) has sequence MWTSWWLWPLVAVCAADQFRDLAVRIMQDTPVIDGHNDLPWQLLNLFNNQLQDPGANLSSLAHTHTNIPKLKAGFVGGQFWSAYVPCDTQNRDAVKRTLEQIDVIQRMCQAYPETFACVTSSTGIRQAFREGKVASLVGVEGGHSIDSSLGVLRALYHLGMRYMTLTHSCNTPWADNWLVDTGDDKAQSQGLSHFGQSVVKEMNRLGVMIDLAHVSVATMRAALKLSQAPVIFSHSSAYSLCPHRRNVPDDVLQLVKETGSLVMVNFYNDYVSCSAKANLSQVADHLDHIKKVAGAAAVGFGGDYDGVSRVPSGLEDVSKYPDLVAELLRRQWTEAEVRGALADNLLRVFEAVEQASNHAQVPGEEPIPLGQLEASCRTNYGYSAAPSLHLPPGSLLASLVPLLLLSLP. The pKi is 6.5. (3) The small molecule is Oc1cc(Cl)ccc1Oc1ccc(Cl)cc1Cl. The target protein sequence is MNKISQRLLFLFLHFYTTVCFIQNNTQKTFHNVLQNEQIRGKEKAFYRKEKRENIFIGNKMKHVHNMNNTHNNNHYMEKEEQDASNINKIKEENKNEDICFIAGIGDTNGYGWGIAKELSKRNVKIIFGIWPPVYNIFMKNYKNGKFDNDMIIDKDKKMNILDMLPFDASFDTANDIDEETKNNKRYNMLQNYPIEDVANLIHQKYGKINMLVHSLANAKEVQKDLLNTSRKGYLDALSKSSYSLISLCKYFVNIMKPQSSIISLTYHASQKVVPGYGGGMSSAKAALESDTRVLAYHLGRNYNIRINTISAGPLKSRAATAINKLNNTYENNTNQNKNRNSHDVHNIMNNSGEKEEKKNSASQNYTFIDYAIEYSEKYAPLRQKLLSTDIGSVASFLLSRESRAITGQTIYVDNGLNIMFLPDDIYRNENE. The pKi is 9.1. (4) The small molecule is CC(C)C[C@H](NC(=O)CS)C(=O)N[C@@H](CC(=O)O)C(N)=O. The target protein (P14756) has sequence MKKVSTLDLLFVAIMGVSPAAFAADLIDVSKLPSKAAQGAPGPVTLQAAVGAGGADELKAIRSTTLPNGKQVTRYEQFHNGVRVVGEAITEVKGPGKSVAAQRSGHFVANIAADLPGSTTAAVSAEQVLAQAKSLKAQGRKTENDKVELVIRLGENNIAQLVYNVSYLIPGEGLSRPHFVIDAKTGEVLDQWEGLAHAEAGGPGGNQKIGKYTYGSDYGPLIVNDRCEMDDGNVITVDMNSSTDDSKTTPFRFACPTNTYKQVNGAYSPLNDAHFFGGVVFKLYRDWFGTSPLTHKLYMKVHYGRSVENAYWDGTAMLFGDGATMFYPLVSLDVAAHEVSHGFTEQNSGLIYRGQSGGMNEAFSDMAGEAAEFYMRGKNDFLIGYDIKKGSGALRYMDQPSRDGRSIDNASQYYNGIDVHHSSGVYNRAFYLLANSPGWDTRKAFEVFVDANRYYWTATSNYNSGACGVIRSAQNRNYSAADVTRAFSTVGVTCPSAL. The pKi is 3.2. (5) The compound is O=C1NS(=O)(=O)c2ccccc21. The target protein sequence is MPFHAEPLKPSDEIDMDLGHSVAAQKFKEIREVLEGNRYWARKVTSEEPEFMAEQVKGQAPNFLWIGCADSRVPEVTIMARKPGDVFVQRNVANQFKPEDDSSQALLNYAIMNVGVTHVMVVGHTGCGGCIAAFDQPLPTEENPGGTPLVRYLEPIIRLKHSLPEGSDVNDLIKENVKMAVKNVVNSPTIQGAWEQARKGEFREVFVHGWLYDLSTGNIVDLNVTQGPHPFVDDRVPRA. The pKi is 4.5. (6) The small molecule is CCCCCCC(C(C)O)n1cnc2c(N)cccc21. The target protein (P00813) has sequence MAQTPAFDKPKVELHVHLDGSIKPETILYYGRRRGIALPANTAEGLLNVIGMDKPLTLPDFLAKFDYYMPAIAGCREAIKRIAYEFVEMKAKEGVVYVEVRYSPHLLANSKVEPIPWNQAEGDLTPDEVVALVGQGLQEGERDFGVKARSILCCMRHQPNWSPKVVELCKKYQQQTVVAIDLAGDETIPGSSLLPGHVQAYQEAVKSGIHRTVHAGEVGSAEVVKEAVDILKTERLGHGYHTLEDQALYNRLRQENMHFEICPWSSYLTGAWKPDTEHAVIRLKNDQANYSLNTDDPLIFKSTLDTDYQMTKRDMGFTEEEFKRLNINAAKSSFLPEDEKRELLDLLYKAYGMPPSASAGQNL. The pKi is 4.8.